From a dataset of NCI-60 drug combinations with 297,098 pairs across 59 cell lines. Regression. Given two drug SMILES strings and cell line genomic features, predict the synergy score measuring deviation from expected non-interaction effect. (1) Drug 1: CC(C)(C#N)C1=CC=C(C=C1)N2C3=C4C=C(C=CC4=NC=C3N(C2=O)C)C5=CC6=CC=CC=C6N=C5. Drug 2: CN1C=C(C=N1)C2=C3N=C(C(=C(N3N=C2)N)Br)C4CCCNC4. Cell line: SK-OV-3. Synergy scores: CSS=72.5, Synergy_ZIP=6.86, Synergy_Bliss=5.65, Synergy_Loewe=6.12, Synergy_HSA=10.0. (2) Drug 1: CS(=O)(=O)C1=CC(=C(C=C1)C(=O)NC2=CC(=C(C=C2)Cl)C3=CC=CC=N3)Cl. Drug 2: N.N.Cl[Pt+2]Cl. Cell line: HT29. Synergy scores: CSS=-0.531, Synergy_ZIP=-0.530, Synergy_Bliss=0.296, Synergy_Loewe=-4.53, Synergy_HSA=-3.68.